From a dataset of B-cell epitopes from IEDB database with 3,159 antigens for binding position prediction. Token-level Classification. Given an antigen amino acid sequence, predict which amino acid positions are active epitope sites capable of antibody binding. Output is a list of indices for active positions. (1) Given the antigen sequence: MGQKVHPNGIRLGIVKPWNSTWFANTKEFADNLDSDFKVRQYLTKELAKASVSRIVIERPAKSIRVTIHTARPGIVIGKKGEDVEKLRKVVADIAGVPAQINIAEVRKPELDAKLVADSITSQLERRVMFRRAMKRAVQNAMRLGAKGIKVEVSGRLGGAEIARTEWYREGRVPLHTLRADIDYNTSEAHTTYGVIGVKVWIFKGEILGGMAAVEQPEKPAAQPKKQQRKGRK, which amino acid positions are active epitope sites? The epitope positions are: [1, 2, 3, 4, 5, 6, 7, 8, 9, 10, 11, 12, 13, 14, 15, 16, 17, 18, 19, 20... (21 total positions)]. The amino acids at these positions are: GQKVHPNGIRLGIVKPWNSTW. (2) The epitope positions are: [111, 112, 113, 114, 115, 116]. The amino acids at these positions are: RRQKRF. Given the antigen sequence: MGSKPSTWIPAPLMLITRIMLILSCIRLASSLDGRPLAAAGIVVTGDKAVNVYTSSQTGSIIVKLLPNMPRDKEACAKAPLEAYNRTLTTLLTPLGDSIRKIQGSVSTSGGRRQKRFIGAVIGGVALGVATAAQITAAAALIQAKQNAANILRLKESIAATNEAVHEVTDGLSQLSVAVGKMQQFVNDQFNNTARELDCIKITQQVGVELNLYLTELTTVFGPQITSPALTQLTIQALYNLAGGNMDYLLTKLGIGNNQLSSLIGSGLITGYPILYDSHTQLLGIQVNLPSVGNLNNMRATYLETLSVSTTKGYASALVPKVVTQVGSVIEELDTSYCIESDLDLYCTRIVTFPMSPGIYSCLSGNTSACMYSKTEGALTTPYMALRGSVIANCKITTCRCTDPPGIISQNYGEAVSLIDRHSCNVLSLDGVTLRLSGEFDATYQKNISILDSQVIVTGNLDISTELGNVNNSISNALDRLAESNSKLEKVNVRLTSTSA..., which amino acid positions are active epitope sites? (3) The epitope positions are: [298, 299, 300, 301, 302, 303, 304, 305, 306, 307, 308, 309, 310, 311, 312, 313, 314, 315, 316, 317]. The amino acids at these positions are: VGTEWTPCSVTCGVGVRVRR. Given the antigen sequence: MKNFILLAVSSILLVDLFPTHCGHNVDLSKAINLNGVNFNNVDASSLGAAHVGQSASRGRGLGENPDDEEGDAKKKKDGKKAEPKNPRENKLKQPGDRADGQPAGDRADGQPAGDRADGQPAGDRAGQPAGDRADGQPAGDRADGQPAGDRADGQPAGDRADGQPAGDRAGQPAGDRAGQPAGDRADGQPAGDRAGQPAGDRADGQPAGDRAGQPAGDRADGQPAGDRAGQPAGDRAGQPAGDRAGQPAGDRAGQPAGNGAGGQAAGGNAGGQGQNNEGANAPNEKSVKEYLDKVRATVGTEWTPCSVTCGVGVRVRRRVNAANKKPEDLTLNDLETDVCTMDKCAGIFNVVSNSLGLVILLVLALFN, which amino acid positions are active epitope sites? (4) Given the antigen sequence: MERRRLWGSIQSRYISMSVWTSPRRLVELAGQSLLKDEALAIAALELLPRELFPPLFMAAFDGRHSQTLKAMVQAWPFTCLPLGVLMKGQHLHLETFKAVLDGLDVLLAQEVRPRRWKLQVLDLRKNSHQDFWTVWSGNRASLYSFPEPEAAQPMTKKRKVDGLSTEAEQPFIPVEVLVDLFLKEGACDELFSYLIEKVKRKKNVLRLCCKKLKIFAMPMQDIKMILKMVQLDSIEDLEVTCTWKLPTLAKFSPYLGQMINLRRLLLSHIHASSYISPEKEEQYIAQFTSQFLSLQCLQALYVDSLFFLRGRLDQLLRHVMNPLETLSITNCRLSEGDVMHLSQSPSVSQLSVLSLSGVMLTDVSPEPLQALLERASATLQDLVFDECGITDDQLLALLPSLSHCSQLTTLSFYGNSISISALQSLLQHLIGLSNLTHVLYPVPLESYEDIHGTLHLERLAYLHARLRELLCELGRPSMVWLSANPCPHCGDRTFYDPEP..., which amino acid positions are active epitope sites? The epitope positions are: [141, 142, 143, 144, 145, 146, 147, 148, 149, 150]. The amino acids at these positions are: SLYSFPEPEA.